Dataset: Forward reaction prediction with 1.9M reactions from USPTO patents (1976-2016). Task: Predict the product of the given reaction. (1) Given the reactants C([O-])([O-])=O.[Na+].[Na+].Br[C:8]1[CH:13]=[CH:12][C:11]([F:14])=[CH:10][N:9]=1.[F:15][C:16]1[C:21]([F:22])=[C:20]([O:23][CH3:24])[CH:19]=[CH:18][C:17]=1B(O)O, predict the reaction product. The product is: [F:15][C:16]1[C:21]([F:22])=[C:20]([O:23][CH3:24])[CH:19]=[CH:18][C:17]=1[C:8]1[CH:13]=[CH:12][C:11]([F:14])=[CH:10][N:9]=1. (2) Given the reactants Br[C:2]1[CH:3]=[C:4]2[C:8](=[CH:9][CH:10]=1)[N:7]([CH3:11])[CH:6]=[CH:5]2.[NH2:12][C:13]1[CH:27]=[CH:26][C:16]([C:17]([C:19]2[CH:24]=[CH:23][CH:22]=[CH:21][C:20]=2[CH3:25])=[O:18])=[C:15]([Cl:28])[CH:14]=1.C(O[Na])(C)(C)C, predict the reaction product. The product is: [Cl:28][C:15]1[CH:14]=[C:13]([NH:12][C:2]2[CH:3]=[C:4]3[C:8](=[CH:9][CH:10]=2)[N:7]([CH3:11])[CH:6]=[CH:5]3)[CH:27]=[CH:26][C:16]=1[C:17]([C:19]1[CH:24]=[CH:23][CH:22]=[CH:21][C:20]=1[CH3:25])=[O:18]. (3) Given the reactants C([O:8][C:9]1[CH:10]=[C:11]([C:23]2[O:32][C:27]3=[N:28][CH:29]=[CH:30][CH:31]=[C:26]3[C:25](=[O:33])[C:24]=2[OH:34])[CH:12]=[CH:13][C:14]=1[O:15]CC1C=CC=CC=1)C1C=CC=CC=1.C1COCC1, predict the reaction product. The product is: [OH:8][C:9]1[CH:10]=[C:11]([C:23]2[O:32][C:27]3=[N:28][CH:29]=[CH:30][CH:31]=[C:26]3[C:25](=[O:33])[C:24]=2[OH:34])[CH:12]=[CH:13][C:14]=1[OH:15]. (4) Given the reactants [SH:1][CH2:2][CH2:3][C:4]([OH:6])=[O:5].C(=O)([O-])[O-].[K+].[K+].[C:13](=[S:15])=[S:14].Cl[CH2:17][C:18]#[N:19].Cl, predict the reaction product. The product is: [C:13](=[S:15])([S:1][CH2:2][CH2:3][C:4]([OH:6])=[O:5])[S:14][CH2:17][C:18]#[N:19]. (5) The product is: [C:35]([O:34][C:32]([N:9]1[CH2:10][CH2:11][C@H:12]([C:13]2[CH:18]=[CH:17][C:16]([O:19][CH2:20][CH2:21][O:22][C:23]3[C:28]([Cl:29])=[CH:27][C:26]([CH3:30])=[CH:25][C:24]=3[Cl:31])=[CH:15][CH:14]=2)[C@@H:7]([C:5]([N:4]([CH2:39][C:40]2[CH:41]=[C:42]([CH:43]=[C:44]([CH2:46][CH2:47][CH2:48][O:49][CH3:50])[CH:45]=2)[O:51][CH2:52][C:53]2([CH2:56][C:57]([OH:59])=[O:58])[CH2:54][CH2:55]2)[CH:1]2[CH2:2][CH2:3]2)=[O:6])[CH2:8]1)=[O:33])([CH3:36])([CH3:37])[CH3:38]. Given the reactants [CH:1]1([N:4]([CH2:39][C:40]2[CH:45]=[C:44]([CH2:46][CH2:47][CH2:48][O:49][CH3:50])[CH:43]=[C:42]([O:51][CH2:52][C:53]3([CH2:56][C:57]([O:59]C)=[O:58])[CH2:55][CH2:54]3)[CH:41]=2)[C:5]([C@@H:7]2[C@@H:12]([C:13]3[CH:18]=[CH:17][C:16]([O:19][CH2:20][CH2:21][O:22][C:23]4[C:28]([Cl:29])=[CH:27][C:26]([CH3:30])=[CH:25][C:24]=4[Cl:31])=[CH:15][CH:14]=3)[CH2:11][CH2:10][N:9]([C:32]([O:34][C:35]([CH3:38])([CH3:37])[CH3:36])=[O:33])[CH2:8]2)=[O:6])[CH2:3][CH2:2]1.[OH-].[Na+], predict the reaction product. (6) Given the reactants [C:1]1([C:21]2[CH:26]=[CH:25][CH:24]=[CH:23][CH:22]=2)[CH:6]=[CH:5][C:4]([C:7]([N:9]2[CH2:13][C:12](=[N:14][O:15][CH3:16])[CH2:11][C@H:10]2[C:17](=[N:19][OH:20])[NH2:18])=[O:8])=[CH:3][CH:2]=1.[O:27]([CH2:34][CH2:35][C:36](O)=O)[C:28]1[CH:33]=[CH:32][CH:31]=[CH:30][CH:29]=1, predict the reaction product. The product is: [CH3:16][O:15][N:14]=[C:12]1[CH2:11][C@@H:10]([C:17]2[N:18]=[C:36]([CH2:35][CH2:34][O:27][C:28]3[CH:33]=[CH:32][CH:31]=[CH:30][CH:29]=3)[O:20][N:19]=2)[N:9]([C:7]([C:4]2[CH:3]=[CH:2][C:1]([C:21]3[CH:26]=[CH:25][CH:24]=[CH:23][CH:22]=3)=[CH:6][CH:5]=2)=[O:8])[CH2:13]1. (7) Given the reactants C[O:2][C:3](=[O:23])[CH2:4][C:5]1[C:13]2[C:8](=[N:9][CH:10]=[CH:11][CH:12]=2)[N:7]([CH2:14][C:15]2[CH:20]=[CH:19][C:18]([Cl:21])=[C:17]([Cl:22])[CH:16]=2)[CH:6]=1.[OH-].[Na+], predict the reaction product. The product is: [Cl:22][C:17]1[CH:16]=[C:15]([CH:20]=[CH:19][C:18]=1[Cl:21])[CH2:14][N:7]1[C:8]2=[N:9][CH:10]=[CH:11][CH:12]=[C:13]2[C:5]([CH2:4][C:3]([OH:23])=[O:2])=[CH:6]1. (8) Given the reactants [CH3:1][N:2]1[CH2:7][CH2:6][CH:5]([SH:8])[CH2:4][CH2:3]1.CN(C)C=O.[H-].[Na+].[F:16][C:17]1[CH:22]=[C:21]([N+:23]([O-:25])=[O:24])[CH:20]=[C:19](F)[CH:18]=1, predict the reaction product. The product is: [F:16][C:17]1[CH:18]=[C:19]([S:8][CH:5]2[CH2:6][CH2:7][N:2]([CH3:1])[CH2:3][CH2:4]2)[CH:20]=[C:21]([N+:23]([O-:25])=[O:24])[CH:22]=1. (9) Given the reactants [F:1][C:2]1[CH:9]=[C:8]([CH3:10])[CH:7]=[CH:6][C:3]=1[C:4]#[N:5].C(OOC(=O)C1C=CC=CC=1)(=O)C1C=CC=CC=1.[Br:29]N1C(=O)CCC1=O, predict the reaction product. The product is: [Br:29][CH2:10][C:8]1[CH:7]=[CH:6][C:3]([C:4]#[N:5])=[C:2]([F:1])[CH:9]=1. (10) The product is: [NH2:19][CH2:18][CH2:17][O:16][C:15]1[CH:27]=[CH:28][C:12]([NH:11][C:9]([N:45]2[C:46]3[C:42](=[C:41]([Cl:40])[CH:49]=[CH:48][CH:47]=3)[CH2:43][CH2:44]2)=[O:10])=[CH:13][C:14]=1[C:29]1[N:33]([CH3:34])[N:32]=[CH:31][CH:30]=1. Given the reactants O=C1CCC(=O)N1O[C:9]([NH:11][C:12]1[CH:28]=[CH:27][C:15]([O:16][CH2:17][CH2:18][NH:19]C(=O)OC(C)(C)C)=[C:14]([C:29]2[N:33]([CH3:34])[N:32]=[CH:31][CH:30]=2)[CH:13]=1)=[O:10].CN(C)C=O.[Cl:40][C:41]1[CH:49]=[CH:48][CH:47]=[C:46]2[C:42]=1[CH2:43][CH2:44][NH:45]2.Cl.CCOCC, predict the reaction product.